From a dataset of Forward reaction prediction with 1.9M reactions from USPTO patents (1976-2016). Predict the product of the given reaction. (1) Given the reactants [Cl:1][C:2]1[CH:10]=[CH:9][CH:8]=[C:7]2[C:3]=1[C:4](=[O:14])[C:5]([CH3:13])([CH3:12])[C:6]2=[O:11].[BH4-].[Na+], predict the reaction product. The product is: [Cl:1][C:2]1[CH:10]=[CH:9][CH:8]=[C:7]2[C:3]=1[C:4](=[O:14])[C:5]([CH3:12])([CH3:13])[CH:6]2[OH:11]. (2) Given the reactants Cl[C:2]1[N:3]=[C:4]([OH:12])[C:5]2[CH:11]=[CH:10][N:9]=[CH:8][C:6]=2[N:7]=1, predict the reaction product. The product is: [CH2:4]([O:12][C:2]1[NH:3][C:4](=[O:12])[C:5]2[CH:11]=[CH:10][N:9]=[CH:8][C:6]=2[N:7]=1)[CH2:5][CH3:6].